The task is: Predict the product of the given reaction.. This data is from Forward reaction prediction with 1.9M reactions from USPTO patents (1976-2016). Given the reactants [CH2:1]([O:3][C:4]1[CH:13]=[C:12]([O:14][CH2:15][CH3:16])[CH:11]=[C:10]2[C:5]=1[C:6](=[O:17])[NH:7][CH:8]=[N:9]2)C.C[O-].[Na+].Cl, predict the reaction product. The product is: [CH2:15]([O:14][C:12]1[CH:11]=[C:10]2[C:5]([C:6](=[O:17])[NH:7][CH:8]=[N:9]2)=[C:4]([O:3][CH3:1])[CH:13]=1)[CH3:16].